This data is from Full USPTO retrosynthesis dataset with 1.9M reactions from patents (1976-2016). The task is: Predict the reactants needed to synthesize the given product. (1) Given the product [F:35][C:2]([F:1])([F:34])[C:3]1[CH:4]=[C:5]([C@H:13]([N:15]([CH3:33])[C:16]([N:18]2[CH2:23][CH2:22]/[C:21](=[CH:24]\[CH2:49][C@@H:44]([NH:43][C:41]([O:40][C:37]([CH3:36])([CH3:39])[CH3:38])=[O:42])[C:45]([O:47][CH3:48])=[O:46])/[CH2:20][C@@H:19]2[C:25]2[CH:30]=[CH:29][C:28]([F:31])=[CH:27][C:26]=2[CH3:32])=[O:17])[CH3:14])[CH:6]=[C:7]([C:9]([F:11])([F:12])[F:10])[CH:8]=1, predict the reactants needed to synthesize it. The reactants are: [F:1][C:2]([F:35])([F:34])[C:3]1[CH:4]=[C:5]([C@H:13]([N:15]([CH3:33])[C:16]([N:18]2[CH2:23][CH2:22][C:21](=[CH2:24])[CH2:20][C@@H:19]2[C:25]2[CH:30]=[CH:29][C:28]([F:31])=[CH:27][C:26]=2[CH3:32])=[O:17])[CH3:14])[CH:6]=[C:7]([C:9]([F:12])([F:11])[F:10])[CH:8]=1.[CH3:36][C:37]([O:40][C:41]([NH:43][C@H:44]([CH2:49]C=C)[C:45]([O:47][CH3:48])=[O:46])=[O:42])([CH3:39])[CH3:38]. (2) Given the product [C:20]1([CH:26]=[CH:27][CH2:28][O:17][C:16]([C@@H:11]2[CH2:12][S:13][CH2:14][CH2:15][N:10]2[S:7]([C:4]2[CH:3]=[CH:2][C:1]([CH3:19])=[CH:6][CH:5]=2)(=[O:9])=[O:8])=[O:18])[CH:25]=[CH:24][CH:23]=[CH:22][CH:21]=1, predict the reactants needed to synthesize it. The reactants are: [C:1]1([CH3:19])[CH:6]=[CH:5][C:4]([S:7]([N:10]2[CH2:15][CH2:14][S:13][CH2:12][C@H:11]2[C:16]([OH:18])=[O:17])(=[O:9])=[O:8])=[CH:3][CH:2]=1.[C:20]1([CH:26]=[CH:27][CH2:28]O)[CH:25]=[CH:24][CH:23]=[CH:22][CH:21]=1.C1CCC(N=C=NC2CCCCC2)CC1. (3) Given the product [F:1][C:2]1[CH:3]=[N:4][C:5]2[C:10]([C:11]=1[CH2:12][CH2:13][N:14]1[CH2:19][CH2:18][N:17]3[C:43](=[O:44])[N:21]([CH2:22][C:23]4[CH:24]=[CH:25][C:26]5[S:27][CH2:28][C:29](=[O:33])[NH:30][C:31]=5[N:32]=4)[CH2:20][CH:16]3[CH2:15]1)=[N:9][C:8]([O:34][CH3:35])=[CH:7][CH:6]=2, predict the reactants needed to synthesize it. The reactants are: [F:1][C:2]1[CH:3]=[N:4][C:5]2[C:10]([C:11]=1[CH2:12][CH2:13][N:14]1[CH2:19][CH2:18][NH:17][CH:16]([CH2:20][NH:21][CH2:22][C:23]3[CH:24]=[CH:25][C:26]4[S:27][CH2:28][C:29](=[O:33])[NH:30][C:31]=4[N:32]=3)[CH2:15]1)=[N:9][C:8]([O:34][CH3:35])=[CH:7][CH:6]=2.C(N(CC)CC)C.[C:43](Cl)(Cl)=[O:44]. (4) Given the product [CH2:18]([O:25][C:26]([NH:28][C@H:29]([C:42]1[N:10]=[C:8]([C:7]2[CH:11]=[CH:12][C:4]([O:3][CH3:2])=[CH:5][CH:6]=2)[NH:9][CH:43]=1)[CH2:30][CH2:31][CH2:32][CH2:33][NH:34][C:35](=[O:41])[O:36][C:37]([CH3:39])([CH3:40])[CH3:38])=[O:27])[C:19]1[CH:24]=[CH:23][CH:22]=[CH:21][CH:20]=1, predict the reactants needed to synthesize it. The reactants are: Cl.[CH3:2][O:3][C:4]1[CH:12]=[CH:11][C:7]([C:8](=[NH:10])[NH2:9])=[CH:6][CH:5]=1.C(=O)([O-])O.[K+].[CH2:18]([O:25][C:26]([NH:28][C@H:29]([C:42](=O)[CH2:43]Br)[CH2:30][CH2:31][CH2:32][CH2:33][NH:34][C:35](=[O:41])[O:36][C:37]([CH3:40])([CH3:39])[CH3:38])=[O:27])[C:19]1[CH:24]=[CH:23][CH:22]=[CH:21][CH:20]=1. (5) Given the product [OH:1][CH2:2][CH2:3][N:4]1[CH2:10][CH:9]([OH:11])[C:6]2([CH2:7][CH2:8]2)[CH2:5]1, predict the reactants needed to synthesize it. The reactants are: [OH:1][CH2:2][CH2:3][N:4]1[CH2:10][C:9](=[O:11])[C:6]2([CH2:8][CH2:7]2)[CH2:5]1.[BH4-].[Na+].